From a dataset of Full USPTO retrosynthesis dataset with 1.9M reactions from patents (1976-2016). Predict the reactants needed to synthesize the given product. (1) Given the product [Cl:18][C:6]1[C:5]2[C:10](=[CH:11][C:12]([O:13][CH3:14])=[C:3]([O:2][CH3:1])[CH:4]=2)[N:9]=[CH:8][CH:7]=1, predict the reactants needed to synthesize it. The reactants are: [CH3:1][O:2][C:3]1[CH:4]=[C:5]2[C:10](=[CH:11][C:12]=1[O:13][CH3:14])[NH:9][CH:8]=[CH:7][C:6]2=O.O=S(Cl)[Cl:18]. (2) Given the product [CH:1]1[CH:2]=[CH:3][C:4]2[S:9][N:8]=[C:7]([N:10]3[CH2:11][CH2:12][N:13]([CH2:16][CH2:17][C:18]4[CH:19]=[C:20]5[CH2:28][C:26](=[O:27])[NH:25][C:21]5=[CH:22][C:23]=4[Cl:24])[CH2:14][CH2:15]3)[C:5]=2[CH:6]=1.[ClH:29], predict the reactants needed to synthesize it. The reactants are: [CH:1]1[CH:2]=[CH:3][C:4]2[S:9][N:8]=[C:7]([N:10]3[CH2:15][CH2:14][N:13]([CH2:16][CH2:17][C:18]4[CH:19]=[C:20]5[CH2:28][C:26](=[O:27])[NH:25][C:21]5=[CH:22][C:23]=4[Cl:24])[CH2:12][CH2:11]3)[C:5]=2[CH:6]=1.[Cl:29]CCl.Cl. (3) The reactants are: [N+:1]([C:4]1[N:5]=[C:6]2[N:11]([CH:12]=1)[CH2:10][CH:9]([NH2:13])[CH2:8][O:7]2)([O-:3])=[O:2].[F:14][C:15]([F:39])([F:38])[O:16][C:17]1[CH:37]=[CH:36][C:20]([O:21][CH:22]2[CH2:27][CH2:26][N:25]([CH2:28][CH2:29][O:30][CH2:31][CH2:32][C:33](Cl)=[O:34])[CH2:24][CH2:23]2)=[CH:19][CH:18]=1. Given the product [F:39][C:15]([F:14])([F:38])[O:16][C:17]1[CH:18]=[CH:19][C:20]([O:21][CH:22]2[CH2:27][CH2:26][N:25]([CH2:28][CH2:29][O:30][CH2:31][CH2:32][C:33]([NH:13][C@@H:9]3[CH2:8][O:7][C:6]4=[N:5][C:4]([N+:1]([O-:3])=[O:2])=[CH:12][N:11]4[CH2:10]3)=[O:34])[CH2:24][CH2:23]2)=[CH:36][CH:37]=1, predict the reactants needed to synthesize it. (4) Given the product [CH2:1]([N:8]1[CH2:13][CH2:12][O:11][CH:10]([C:14]([NH2:15])=[N:20][OH:21])[CH2:9]1)[C:2]1[CH:3]=[CH:4][CH:5]=[CH:6][CH:7]=1, predict the reactants needed to synthesize it. The reactants are: [CH2:1]([N:8]1[CH2:13][CH2:12][O:11][CH:10]([C:14]#[N:15])[CH2:9]1)[C:2]1[CH:7]=[CH:6][CH:5]=[CH:4][CH:3]=1.C(O)C.Cl.[NH2:20][OH:21].C(=O)(O)[O-].[Na+]. (5) Given the product [NH2:1][C:2]1[CH:3]=[C:4]([CH:28]=[CH:29][CH:30]=1)[O:5][C:6]1[C:7]2[CH:25]=[CH:24][NH:23][C:8]=2[N:9]=[C:10]([NH:12][C:13]2[CH:14]=[N:15][N:16]([CH2:18][CH2:19][N:20]([CH3:22])[CH3:21])[CH:17]=2)[N:11]=1, predict the reactants needed to synthesize it. The reactants are: [NH2:1][C:2]1[CH:3]=[C:4]([CH:28]=[CH:29][CH:30]=1)[O:5][C:6]1[C:7]2[CH:25]=[CH:24][N:23](CO)[C:8]=2[N:9]=[C:10]([NH:12][C:13]2[CH:14]=[N:15][N:16]([CH2:18][CH2:19][N:20]([CH3:22])[CH3:21])[CH:17]=2)[N:11]=1.C([O-])([O-])=O.[K+].[K+]. (6) Given the product [C:1]1([N:7]2[C:12](=[O:13])[C:11]([C:21]3[CH:22]=[CH:23][C:18]([F:17])=[CH:19][CH:20]=3)=[C:10]([O:15][CH3:16])[CH:9]=[N:8]2)[CH:6]=[CH:5][CH:4]=[CH:3][CH:2]=1, predict the reactants needed to synthesize it. The reactants are: [C:1]1([N:7]2[C:12](=[O:13])[C:11](Cl)=[C:10]([O:15][CH3:16])[CH:9]=[N:8]2)[CH:6]=[CH:5][CH:4]=[CH:3][CH:2]=1.[F:17][C:18]1[CH:23]=[CH:22][C:21](B(O)O)=[CH:20][CH:19]=1. (7) Given the product [CH:28]1([NH:31][C:10]2[C:9]3[C:14](=[CH:15][CH:16]=[C:7]([N:1]4[CH2:6][CH2:5][CH2:4][CH2:3][CH2:2]4)[CH:8]=3)[N:13]=[C:12]([N:17]3[CH:21]=[C:20]([C:22]([OH:24])=[O:23])[CH:19]=[N:18]3)[N:11]=2)[CH2:30][CH2:29]1, predict the reactants needed to synthesize it. The reactants are: [N:1]1([C:7]2[CH:8]=[C:9]3[C:14](=[CH:15][CH:16]=2)[N:13]=[C:12]([N:17]2[CH:21]=[C:20]([C:22]([O:24]CC)=[O:23])[CH:19]=[N:18]2)[NH:11][C:10]3=O)[CH2:6][CH2:5][CH2:4][CH2:3][CH2:2]1.[CH:28]1([NH2:31])[CH2:30][CH2:29]1. (8) Given the product [CH3:1][C@@H:2]1[N:7]([C:8]2[O:9][C:10]3[C:11](=[C:13]([C:17]([O-:19])=[O:18])[CH:14]=[CH:15][CH:16]=3)[N:12]=2)[CH2:6][CH2:5][O:4][CH2:3]1.[Li+:23], predict the reactants needed to synthesize it. The reactants are: [CH3:1][C@@H:2]1[N:7]([C:8]2[O:9][C:10]3[C:11](=[C:13]([C:17]([O:19]C)=[O:18])[CH:14]=[CH:15][CH:16]=3)[N:12]=2)[CH2:6][CH2:5][O:4][CH2:3]1.O.[OH-].[Li+:23]. (9) Given the product [Cl:1][C:2]1[CH:7]=[CH:6][CH:5]=[CH:4][C:3]=1[N:8]1[C:12]2[CH2:13][CH2:14][N:15]([C@@H:25]3[CH2:30][CH2:29][CH2:28][CH2:27][C@H:26]3[OH:31])[CH2:16][C:11]=2[CH:10]=[C:9]1[C:17]1[CH:22]=[CH:21][C:20]([O:23][CH3:24])=[CH:19][CH:18]=1, predict the reactants needed to synthesize it. The reactants are: [Cl:1][C:2]1[CH:7]=[CH:6][CH:5]=[CH:4][C:3]=1[N:8]1[C:16]2[NH:15][CH2:14][CH2:13][CH2:12][C:11]=2[CH:10]=[C:9]1[C:17]1[CH:22]=[CH:21][C:20]([O:23][CH3:24])=[CH:19][CH:18]=1.[CH:25]12[O:31][CH:26]1[CH2:27][CH2:28][CH2:29][CH2:30]2.C(N(CC)CC)C.